Dataset: Forward reaction prediction with 1.9M reactions from USPTO patents (1976-2016). Task: Predict the product of the given reaction. (1) Given the reactants Br[CH2:2][C:3]([C:5]1[CH:10]=[C:9]([Br:11])[C:8]([OH:12])=[C:7]([Br:13])[C:6]=1[OH:14])=O.[NH2:15][C:16](=[S:22])[C:17]([O:19][CH2:20][CH3:21])=[O:18], predict the reaction product. The product is: [Br:13][C:7]1[C:6]([OH:14])=[C:5]([C:3]2[N:15]=[C:16]([C:17]([O:19][CH2:20][CH3:21])=[O:18])[S:22][CH:2]=2)[CH:10]=[C:9]([Br:11])[C:8]=1[OH:12]. (2) Given the reactants FC(F)(F)C(O)=O.[CH3:8][C:9]1([CH3:26])[NH:14][CH2:13][CH2:12][N:11]([C:15]([C:17]2[CH:22]=[CH:21][CH:20]=[C:19]([CH:23]([CH3:25])[CH3:24])[N:18]=2)=[O:16])[CH2:10]1.[C:27]1([N:33]2[CH:37]=[N:36][C:35]([C:38](O)=[O:39])=[N:34]2)[CH:32]=[CH:31][CH:30]=[CH:29][CH:28]=1.CN(C(ON1N=NC2C=CC=CC1=2)=[N+](C)C)C.[B-](F)(F)(F)F.CCN(C(C)C)C(C)C, predict the reaction product. The product is: [CH:23]([C:19]1[N:18]=[C:17]([C:15]([N:11]2[CH2:12][CH2:13][N:14]([C:38]([C:35]3[N:36]=[CH:37][N:33]([C:27]4[CH:28]=[CH:29][CH:30]=[CH:31][CH:32]=4)[N:34]=3)=[O:39])[C:9]([CH3:26])([CH3:8])[CH2:10]2)=[O:16])[CH:22]=[CH:21][CH:20]=1)([CH3:24])[CH3:25]. (3) Given the reactants [O:1]=[S:2]1(=[O:55])[CH2:7][CH2:6][N:5]([CH2:8][CH2:9][NH:10][C@:11]23[CH2:46][CH2:45][C@@H:44]([C:47]([N:49]4CCOC[CH2:50]4)=[O:48])[C@@H:12]2[C@@H:13]2[C@@:26]([CH3:29])([CH2:27][CH2:28]3)[C@@:25]3([CH3:30])[C@@H:16]([C@:17]4([CH3:43])[C@@H:22]([CH2:23][CH2:24]3)[C:21]([CH3:32])([CH3:31])[C:20]([C:33]3[CH:42]=[CH:41][C:36]([C:37]([O:39][CH3:40])=[O:38])=[CH:35][CH:34]=3)=[CH:19][CH2:18]4)[CH2:15][CH2:14]2)[CH2:4][CH2:3]1.CN.C1COCC1, predict the reaction product. The product is: [O:55]=[S:2]1(=[O:1])[CH2:7][CH2:6][N:5]([CH2:8][CH2:9][NH:10][C@:11]23[CH2:46][CH2:45][C@@H:44]([C:47](=[O:48])[NH:49][CH3:50])[C@@H:12]2[C@@H:13]2[C@@:26]([CH3:29])([CH2:27][CH2:28]3)[C@@:25]3([CH3:30])[C@@H:16]([C@:17]4([CH3:43])[C@@H:22]([CH2:23][CH2:24]3)[C:21]([CH3:31])([CH3:32])[C:20]([C:33]3[CH:34]=[CH:35][C:36]([C:37]([O:39][CH3:40])=[O:38])=[CH:41][CH:42]=3)=[CH:19][CH2:18]4)[CH2:15][CH2:14]2)[CH2:4][CH2:3]1. (4) Given the reactants Cl[C:2]1[C:3]([NH2:9])=[N:4][CH:5]=[N:6][C:7]=1Cl.[NH2:10][C:11]1[CH:12]=[C:13]([OH:17])[CH:14]=[CH:15][CH:16]=1.CC1(C)C(C)(C)OB([C:26]2[CH:27]=[N:28][N:29]([CH2:31][C:32]3[CH:33]=[C:34]([CH:39]=[CH:40][CH:41]=3)[C:35]([O:37][CH3:38])=[O:36])[CH:30]=2)O1.[C:43](Cl)(=[O:46])[CH:44]=[CH2:45], predict the reaction product. The product is: [C:43]([NH:10][C:11]1[CH:12]=[C:13]([CH:14]=[CH:15][CH:16]=1)[O:17][C:7]1[C:2]([C:26]2[CH:27]=[N:28][N:29]([CH2:31][C:32]3[CH:33]=[C:34]([CH:39]=[CH:40][CH:41]=3)[C:35]([O:37][CH3:38])=[O:36])[CH:30]=2)=[C:3]([NH2:9])[N:4]=[CH:5][N:6]=1)(=[O:46])[CH:44]=[CH2:45].